Dataset: Peptide-MHC class I binding affinity with 185,985 pairs from IEDB/IMGT. Task: Regression. Given a peptide amino acid sequence and an MHC pseudo amino acid sequence, predict their binding affinity value. This is MHC class I binding data. (1) The peptide sequence is MTTEDMLKVW. The MHC is HLA-B53:01 with pseudo-sequence HLA-B53:01. The binding affinity (normalized) is 0.348. (2) The peptide sequence is APAKKAAAK. The MHC is HLA-A02:12 with pseudo-sequence HLA-A02:12. The binding affinity (normalized) is 0.0847. (3) The peptide sequence is YLGVNNLPY. The MHC is HLA-A31:01 with pseudo-sequence HLA-A31:01. The binding affinity (normalized) is 0. (4) The peptide sequence is NPIINTHSFY. The MHC is HLA-B07:02 with pseudo-sequence HLA-B07:02. The binding affinity (normalized) is 0.150. (5) The peptide sequence is SLVWAPLILAYF. The MHC is HLA-A30:01 with pseudo-sequence HLA-A30:01. The binding affinity (normalized) is 0.132. (6) The peptide sequence is RTWENHCTY. The MHC is HLA-B07:02 with pseudo-sequence HLA-B07:02. The binding affinity (normalized) is 0.172. (7) The peptide sequence is GLIAIVMVTI. The MHC is HLA-A68:02 with pseudo-sequence HLA-A68:02. The binding affinity (normalized) is 0.314. (8) The peptide sequence is FVEALARSI. The MHC is HLA-A02:02 with pseudo-sequence HLA-A02:02. The binding affinity (normalized) is 0.671. (9) The peptide sequence is RPIVSTQLL. The MHC is HLA-B40:01 with pseudo-sequence HLA-B40:01. The binding affinity (normalized) is 0.0847. (10) The peptide sequence is ELFARSSDPR. The MHC is HLA-B40:02 with pseudo-sequence HLA-B40:02. The binding affinity (normalized) is 0.0847.